This data is from Full USPTO retrosynthesis dataset with 1.9M reactions from patents (1976-2016). The task is: Predict the reactants needed to synthesize the given product. (1) Given the product [CH:20]1[C:29]2[C:24](=[CH:25][CH:26]=[CH:27][CH:28]=2)[CH:23]=[CH:22][C:21]=1[S:30]([N:7]1[CH2:6][CH:5]2[CH2:1][N:2]([C:9]3[N:14]=[CH:13][C:12]([C:15]([O:17][CH2:18][CH3:19])=[O:16])=[CH:11][N:10]=3)[CH2:3][CH:4]2[CH2:8]1)(=[O:31])=[O:32], predict the reactants needed to synthesize it. The reactants are: [CH2:1]1[CH:5]2[CH2:6][NH:7][CH2:8][CH:4]2[CH2:3][N:2]1[C:9]1[N:14]=[CH:13][C:12]([C:15]([O:17][CH2:18][CH3:19])=[O:16])=[CH:11][N:10]=1.[CH:20]1[C:29]2[C:24](=[CH:25][CH:26]=[CH:27][CH:28]=2)[CH:23]=[CH:22][C:21]=1[S:30](Cl)(=[O:32])=[O:31].O. (2) The reactants are: Br[C:2]1[N:7]=[C:6]([Cl:8])[C:5]2[N:9]=[C:10]([C:14]3[C:15]([NH2:19])=[N:16][O:17][N:18]=3)[N:11]([CH2:12][CH3:13])[C:4]=2[CH:3]=1.[Li]CCCC.[CH:25](=[O:32])[C:26]1[CH:31]=[CH:30][CH:29]=[CH:28][CH:27]=1. Given the product [NH2:19][C:15]1[C:14]([C:10]2[N:11]([CH2:12][CH3:13])[C:4]3[CH:3]=[C:2]([CH:25]([C:26]4[CH:31]=[CH:30][CH:29]=[CH:28][CH:27]=4)[OH:32])[N:7]=[C:6]([Cl:8])[C:5]=3[N:9]=2)=[N:18][O:17][N:16]=1, predict the reactants needed to synthesize it. (3) The reactants are: [NH2:1][C:2]1[CH:7]=[C:6]([Cl:8])[CH:5]=[CH:4][C:3]=1[NH:9][S:10]([C:13]1[S:14][CH:15]=[CH:16][CH:17]=1)(=[O:12])=[O:11].[O:18]1[C:22]2[CH:23]=[CH:24][CH:25]=[CH:26][C:21]=2[CH:20]=[C:19]1[S:27](Cl)(=[O:29])=[O:28]. Given the product [Cl:8][C:6]1[CH:5]=[CH:4][C:3]([NH:9][S:10]([C:13]2[S:14][CH:15]=[CH:16][CH:17]=2)(=[O:12])=[O:11])=[C:2]([NH:1][S:27]([C:19]2[O:18][C:22]3[CH:23]=[CH:24][CH:25]=[CH:26][C:21]=3[CH:20]=2)(=[O:28])=[O:29])[CH:7]=1, predict the reactants needed to synthesize it.